Dataset: Full USPTO retrosynthesis dataset with 1.9M reactions from patents (1976-2016). Task: Predict the reactants needed to synthesize the given product. (1) Given the product [C:1]([C:3]1[C:12]2[C:7](=[CH:8][CH:9]=[CH:10][CH:11]=2)[C:6]([N:19]2[CH2:18][CH2:17][C:16]([C:22]3[CH:27]=[CH:26][CH:25]=[CH:24][CH:23]=3)([C:14]#[N:15])[CH2:21][CH2:20]2)=[CH:5][CH:4]=1)#[N:2], predict the reactants needed to synthesize it. The reactants are: [C:1]([C:3]1[C:12]2[C:7](=[CH:8][CH:9]=[CH:10][CH:11]=2)[C:6](F)=[CH:5][CH:4]=1)#[N:2].[C:14]([C:16]1([C:22]2[CH:27]=[CH:26][CH:25]=[CH:24][CH:23]=2)[CH2:21][CH2:20][NH:19][CH2:18][CH2:17]1)#[N:15]. (2) Given the product [CH3:16][NH:15][C:12]1[CH:13]=[CH:14][C:9]([CH2:8][N:6]2[CH2:7][CH2:2][N:3]([C:17]([O:19][C:20]([CH3:23])([CH3:22])[CH3:21])=[O:18])[CH2:4][CH2:5]2)=[CH:10][CH:11]=1, predict the reactants needed to synthesize it. The reactants are: C[C@H:2]1[CH2:7][N:6]([CH2:8][C:9]2[CH:14]=[CH:13][C:12]([NH:15][CH3:16])=[CH:11][CH:10]=2)[CH2:5][CH2:4][N:3]1[C:17]([O:19][C:20]([CH3:23])([CH3:22])[CH3:21])=[O:18].[BH4-].[Na+].